This data is from Full USPTO retrosynthesis dataset with 1.9M reactions from patents (1976-2016). The task is: Predict the reactants needed to synthesize the given product. (1) The reactants are: [N:1]([CH2:4][CH2:5][O:6][CH2:7][C@H:8]1[O:12][N:11]=[C:10]([C:13]2[CH:18]=[CH:17][C:16]([Br:19])=[CH:15][N:14]=2)[CH2:9]1)=[N+]=[N-].CO.O.C1(P(C2C=CC=CC=2)C2C=CC=CC=2)C=CC=CC=1. Given the product [Br:19][C:16]1[CH:17]=[CH:18][C:13]([C:10]2[CH2:9][C@@H:8]([CH2:7][O:6][CH2:5][CH2:4][NH2:1])[O:12][N:11]=2)=[N:14][CH:15]=1, predict the reactants needed to synthesize it. (2) Given the product [ClH:34].[N:21]1([C:19]([N:16]2[CH2:17][CH2:18][CH:13]([C:8]3[CH:9]=[C:10]4[C:5](=[CH:6][CH:7]=3)[CH:4]=[C:3]([C:1]#[N:2])[CH:12]=[CH:11]4)[CH2:14][CH2:15]2)=[O:20])[CH2:26][CH2:25][NH:24][CH2:23][CH2:22]1, predict the reactants needed to synthesize it. The reactants are: [C:1]([C:3]1[CH:4]=[C:5]2[C:10](=[CH:11][CH:12]=1)[CH:9]=[C:8]([CH:13]1[CH2:18][CH2:17][N:16]([C:19]([N:21]3[CH2:26][CH2:25][N:24](C(OC(C)(C)C)=O)[CH2:23][CH2:22]3)=[O:20])[CH2:15][CH2:14]1)[CH:7]=[CH:6]2)#[N:2].[Cl:34]CCl.